From a dataset of Forward reaction prediction with 1.9M reactions from USPTO patents (1976-2016). Predict the product of the given reaction. Given the reactants [N:1]1([C:10]([C:12]2[CH:19]=[CH:18][C:15]([CH:16]=O)=[C:14]([N+:20]([O-:22])=[O:21])[CH:13]=2)=[O:11])[C:9]2[C:4](=[CH:5][CH:6]=[CH:7][CH:8]=2)[CH2:3][CH2:2]1.ClCCCl.[NH2:27][CH:28]1[CH2:36][C:35]2[C:30](=[CH:31][CH:32]=[CH:33][CH:34]=2)[CH2:29]1.C(O)(=O)C.C(O[BH-](OC(=O)C)OC(=O)C)(=O)C.[Na+], predict the reaction product. The product is: [N:1]1([C:10]([C:12]2[CH:19]=[CH:18][C:15]([CH2:16][NH:27][CH:28]3[CH2:36][C:35]4[C:30](=[CH:31][CH:32]=[CH:33][CH:34]=4)[CH2:29]3)=[C:14]([N+:20]([O-:22])=[O:21])[CH:13]=2)=[O:11])[C:9]2[C:4](=[CH:5][CH:6]=[CH:7][CH:8]=2)[CH2:3][CH2:2]1.